Dataset: Forward reaction prediction with 1.9M reactions from USPTO patents (1976-2016). Task: Predict the product of the given reaction. (1) The product is: [CH3:24][O:23][C:19]1[CH:18]=[C:17]2[C:22](=[CH:21][CH:20]=1)[C:13]([O:1][C:2]1[CH:3]=[CH:4][C:5]([NH:8][C:9](=[O:11])[CH3:10])=[CH:6][CH:7]=1)=[N:14][C:15]([NH:25][C:26]1[CH:30]=[CH:29][NH:28][N:27]=1)=[CH:16]2. Given the reactants [OH:1][C:2]1[CH:7]=[CH:6][C:5]([NH:8][C:9](=[O:11])[CH3:10])=[CH:4][CH:3]=1.Cl[C:13]1[C:22]2[C:17](=[CH:18][C:19]([O:23][CH3:24])=[CH:20][CH:21]=2)[CH:16]=[C:15]([NH:25][C:26]2[CH:30]=[CH:29][NH:28][N:27]=2)[N:14]=1, predict the reaction product. (2) The product is: [Cl:13][C:2]1[N:7]=[C:6]([CH3:8])[C:5]([N+:9]([O-:11])=[O:10])=[CH:4][CH:3]=1. Given the reactants O[C:2]1[N:7]=[C:6]([CH3:8])[C:5]([N+:9]([O-:11])=[O:10])=[CH:4][CH:3]=1.P(Cl)(Cl)(Cl)(Cl)[Cl:13].O=P(Cl)(Cl)Cl.CN(C=O)C, predict the reaction product. (3) Given the reactants [OH:1][C:2]1[CH:10]=[CH:9][C:8](O)=[CH:7][C:3]=1[C:4]([OH:6])=[O:5].S(=O)(=O)(O)O.C(O)(C)(C)C, predict the reaction product. The product is: [C:4]([OH:6])(=[O:5])[C:3]1[C:2](=[CH:10][CH:9]=[CH:8][CH:7]=1)[OH:1]. (4) Given the reactants [BH4-].[Na+].[Cl:3][C:4]1[C:5]([NH:19][C:20]2[CH:24]=[C:23]([CH:25]3[CH2:27][CH2:26]3)[NH:22][N:21]=2)=[N:6][C:7]([C:10]2[S:11][C:12]([C:16](=[O:18])[CH3:17])=[C:13]([CH3:15])[N:14]=2)=[N:8][CH:9]=1, predict the reaction product. The product is: [Cl:3][C:4]1[C:5]([NH:19][C:20]2[CH:24]=[C:23]([CH:25]3[CH2:27][CH2:26]3)[NH:22][N:21]=2)=[N:6][C:7]([C:10]2[S:11][C:12]([CH:16]([OH:18])[CH3:17])=[C:13]([CH3:15])[N:14]=2)=[N:8][CH:9]=1. (5) Given the reactants [CH3:1][C:2]1[C:7]([CH2:8][S@:9]([C:11]2[NH:19][C:18]3[C:13](=[CH:14][CH:15]=[CH:16][CH:17]=3)[N:12]=2)=[O:10])=[N:6][CH:5]=[CH:4][C:3]=1[O:20][CH2:21][C:22]([F:25])([F:24])[F:23].C1C=CC2C(C3C(O)=CC=C4C=3C=CC=C4)=C(O)C=CC=2C=1.N, predict the reaction product. The product is: [CH3:1][C:2]1[C:7]([CH2:8][S@:9]([C:11]2[NH:12][C:13]3[C:18](=[CH:17][CH:16]=[CH:15][CH:14]=3)[N:19]=2)=[O:10])=[N:6][CH:5]=[CH:4][C:3]=1[O:20][CH2:21][C:22]([F:25])([F:23])[F:24].